From a dataset of Full USPTO retrosynthesis dataset with 1.9M reactions from patents (1976-2016). Predict the reactants needed to synthesize the given product. (1) Given the product [ClH:18].[F:1][C:2]1[CH:3]=[N:4][C:5]([C@@H:8]([NH2:10])[CH3:9])=[N:6][CH:7]=1, predict the reactants needed to synthesize it. The reactants are: [F:1][C:2]1[CH:3]=[N:4][C:5]([C@@H:8]([NH:10]C(=O)OCCCC)[CH3:9])=[N:6][CH:7]=1.[ClH:18]. (2) The reactants are: [N+:1]([C:4]1[CH:5]=[CH:6][C:7]([NH:10][C@@H:11]2[CH2:15][CH2:14][N:13]([C:16]([NH:18][C:19]3[CH:24]=[CH:23][CH:22]=[CH:21][C:20]=3[F:25])=[O:17])[CH2:12]2)=[N:8][CH:9]=1)([O-])=O.[H][H]. Given the product [NH2:1][C:4]1[CH:5]=[CH:6][C:7]([NH:10][C@@H:11]2[CH2:15][CH2:14][N:13]([C:16]([NH:18][C:19]3[CH:24]=[CH:23][CH:22]=[CH:21][C:20]=3[F:25])=[O:17])[CH2:12]2)=[N:8][CH:9]=1, predict the reactants needed to synthesize it. (3) Given the product [OH:6][C@H:5]([CH2:4][OH:3])[CH2:7][O:8][C:9]1[N:14]=[C:13]([NH:15][C:16]([C:18]2[N:22]3[N:23]=[C:24]([C:29]4[CH:34]=[CH:33][CH:32]=[CH:31][C:30]=4[C:35]([F:36])([F:38])[F:37])[C:25]([CH3:28])=[C:26]([CH3:27])[C:21]3=[N:20][CH:19]=2)=[O:17])[CH:12]=[CH:11][CH:10]=1, predict the reactants needed to synthesize it. The reactants are: CC1(C)[O:6][C@@H:5]([CH2:7][O:8][C:9]2[N:14]=[C:13]([NH:15][C:16]([C:18]3[N:22]4[N:23]=[C:24]([C:29]5[CH:34]=[CH:33][CH:32]=[CH:31][C:30]=5[C:35]([F:38])([F:37])[F:36])[C:25]([CH3:28])=[C:26]([CH3:27])[C:21]4=[N:20][CH:19]=3)=[O:17])[CH:12]=[CH:11][CH:10]=2)[CH2:4][O:3]1.Cl.O.C([O-])(O)=O.[Na+]. (4) The reactants are: [CH3:1][O:2][C:3]1[CH:8]=[CH:7][C:6]([C:9]([N:11]2[CH2:16][CH2:15][NH:14][CH2:13][CH2:12]2)=[O:10])=[CH:5][C:4]=1[CH2:17][CH2:18][N:19]1[CH2:24][CH2:23][CH:22]([N:25]2[C:33]3[C:28](=[CH:29][CH:30]=[C:31]([C:34]([NH2:36])=[O:35])[CH:32]=3)[CH:27]=[CH:26]2)[CH2:21][CH2:20]1.C=O.[C:39]([BH3-])#N.[Na+].C(=O)(O)[O-].[Na+]. Given the product [CH3:1][O:2][C:3]1[CH:8]=[CH:7][C:6]([C:9]([N:11]2[CH2:16][CH2:15][N:14]([CH3:39])[CH2:13][CH2:12]2)=[O:10])=[CH:5][C:4]=1[CH2:17][CH2:18][N:19]1[CH2:20][CH2:21][CH:22]([N:25]2[C:33]3[C:28](=[CH:29][CH:30]=[C:31]([C:34]([NH2:36])=[O:35])[CH:32]=3)[CH:27]=[CH:26]2)[CH2:23][CH2:24]1, predict the reactants needed to synthesize it. (5) Given the product [C:16]1([C:2]2[CH:15]=[CH:14][C:5]([C:6]([C:8]3[CH:13]=[CH:12][CH:11]=[CH:10][CH:9]=3)=[O:7])=[CH:4][CH:3]=2)[CH:21]=[CH:20][CH:19]=[CH:18][CH:17]=1, predict the reactants needed to synthesize it. The reactants are: Br[C:2]1[CH:15]=[CH:14][C:5]([C:6]([C:8]2[CH:13]=[CH:12][CH:11]=[CH:10][CH:9]=2)=[O:7])=[CH:4][CH:3]=1.[C:16]1(B(O)O)[CH:21]=[CH:20][CH:19]=[CH:18][CH:17]=1.[O-]P([O-])([O-])=O.[K+].[K+].[K+]. (6) Given the product [CH3:17][CH:16]([CH3:18])[CH2:15][N:14]1[C:3](=[O:4])[CH2:2][C:1](=[O:6])[N:11]([CH2:10][CH:9]([CH3:19])[CH3:8])[C:12]1=[O:13], predict the reactants needed to synthesize it. The reactants are: [C:1](Cl)(=[O:6])[CH2:2][C:3](Cl)=[O:4].[CH3:8][CH:9]([CH3:19])[CH2:10][NH:11][C:12]([NH:14][CH2:15][CH:16]([CH3:18])[CH3:17])=[O:13]. (7) Given the product [C:55]([O:59][C:60](=[O:80])[CH2:61][CH:62]1[CH2:63][CH2:64][N:65]([C:68]2[S:69][C:70]([C:73]3[CH:78]=[CH:77][CH:76]=[C:75]([NH:47][C:48]4[CH:53]=[C:52]([CH3:54])[CH:51]=[CH:50][N:49]=4)[N:74]=3)=[CH:71][N:72]=2)[CH2:66][CH2:67]1)([CH3:58])([CH3:56])[CH3:57], predict the reactants needed to synthesize it. The reactants are: C1(P(C2C=CC=CC=2)C2C=CC3C(=CC=CC=3)C=2C2C3C(=CC=CC=3)C=CC=2P(C2C=CC=CC=2)C2C=CC=CC=2)C=CC=CC=1.[NH2:47][C:48]1[CH:53]=[C:52]([CH3:54])[CH:51]=[CH:50][N:49]=1.[C:55]([O:59][C:60](=[O:80])[CH2:61][CH:62]1[CH2:67][CH2:66][N:65]([C:68]2[S:69][C:70]([C:73]3[CH:78]=[CH:77][CH:76]=[C:75](Br)[N:74]=3)=[CH:71][N:72]=2)[CH2:64][CH2:63]1)([CH3:58])([CH3:57])[CH3:56].C(=O)([O-])[O-].[Cs+].[Cs+]. (8) Given the product [C:1]([O:5][C:6]([NH:8][C:9]([CH3:19])([CH3:18])[CH2:10]/[CH:11]=[CH:12]/[C:13]([OH:15])=[O:14])=[O:7])([CH3:4])([CH3:2])[CH3:3], predict the reactants needed to synthesize it. The reactants are: [C:1]([O:5][C:6]([NH:8][C:9]([CH3:19])([CH3:18])[CH2:10]/[CH:11]=[CH:12]/[C:13]([O:15]CC)=[O:14])=[O:7])([CH3:4])([CH3:3])[CH3:2].[OH-].[Li+]. (9) Given the product [Cl:37][C:38]1[C:55]([O:56][CH3:57])=[N:54][C:41]2[CH2:42][CH2:43][NH:44][CH2:45][CH:46]([CH3:47])[C:40]=2[CH:39]=1, predict the reactants needed to synthesize it. The reactants are: COC1C=CC2C(C)CN(C(=O)C(F)(F)F)CCC=2N=1.P(Cl)(Cl)(Cl)(Cl)Cl.O=P(Cl)(Cl)Cl.C([O-])(O)=O.[Na+].[Cl:37][C:38]1[C:55]([O:56][CH3:57])=[N:54][C:41]2[CH2:42][CH2:43][N:44](C(=O)C(F)(F)F)[CH2:45][CH:46]([CH3:47])[C:40]=2[CH:39]=1.C([O-])([O-])=O.[K+].[K+].